This data is from Experimentally validated miRNA-target interactions with 360,000+ pairs, plus equal number of negative samples. The task is: Binary Classification. Given a miRNA mature sequence and a target amino acid sequence, predict their likelihood of interaction. (1) The miRNA is hsa-miR-328-3p with sequence CUGGCCCUCUCUGCCCUUCCGU. The protein sequence of the target gene is MPCACNRSNWRRWIRPLLVLFYATTILVAVPICIWKFQKMKVGMHTKSWFIAGIFLLLTIPVSLWGILQHLVHYTQPELQKPIIRILWMVPIYSVDSWVALVYPKIAIYVDTWRECYEAYVIYNFMIFLTNYLTIRFPNLILHLEAKDQQNHILPLCCCPPWAMGEMLLFRCKLGVLQYTVVRPITTVTALVCEILDVYDEGNFGFSNAWTYLVILNNLSQLFAMYCLLLFYKVLKEELSPIQPVGKFLCVKLVVFVSFWQAVLIALLVKLGVISEKRTWEWQSAEAVATGLQDFIICIE.... Result: 0 (no interaction). (2) The miRNA is mmu-miR-181b-5p with sequence AACAUUCAUUGCUGUCGGUGGGUU. The protein sequence of the target gene is MTPWLGLVVLLSCWSLGHWGAEACTCSPSHPQDAFCNSDIVIRAKVVGKKLVKEGPFGTLVYTIKQMKMYRGFSKMPHVQYIHTEASESLCGLKLEVNKYQYLLTGRVYEGKMYTGLCNFVERWDHLTLSQRKGLNYRYHLGCNCKIKSCYYLPCFVTSKNECLWTDMLSNFGYPGYQSKHYACIRQKGGYCSWYRGWAPPDKSISNATDP. Result: 1 (interaction). (3) The miRNA is hsa-miR-15a-5p with sequence UAGCAGCACAUAAUGGUUUGUG. The protein sequence of the target gene is MRGRGNARSLLVQAVSLRPATWHPCLDMGHLHRPSSRTSHRNLPHVFLLFLFVGPFNCLASYSRATELLYSLNEGLPAGVLIGSLAEDLRLLPRASGRQNQQLLHPERTASEGNPPLSFSLASGGLSGQYVTLNNRSGELHTSAQEIDREALCLDGGGGAAWAGSTSIASSPSSDSCLLLLDVLVLPQEYFRFVKVKIAIRDINDNAPQFPISEISVWVPENSPVNTRLAIEHPAVDPDVGINGVQTYRLLDYHGMFTLDVEENENGERTPYLIVMGALDRETQDQYVSIIIAEDGGSPP.... Result: 0 (no interaction). (4) The miRNA is hsa-miR-6806-5p with sequence UGUAGGCAUGAGGCAGGGCCCAGG. The protein sequence of the target gene is MASKRALVILAKGAEEMETVIPVDVMRRAGIKVTVAGLAGKDPVQCSRDVVICPDASLEDAKKEGPYDVVVLPGGNLGAQNLSESAAVKEILKEQENRKGLIAAICAGPTALLAHEIGFGSKVTTHPLAKDKMMNGGHYTYSENRVEKDGLILTSRGPGTSFEFALAIVEALNGKEVAAQVKAPLVLKD. Result: 1 (interaction). (5) The miRNA is hsa-miR-146b-3p with sequence GCCCUGUGGACUCAGUUCUGGU. The protein sequence of the target gene is MAPQRRAATKAPEGNGAAERRNRSSTKKDRAPREVQRLWQRPWLRTAGLGAGFVLTALLLWSSLGADDGVAEVLARRGEVVAGRFIEVPCSEDYDSHRRFEGCTPRKCGRGVTDVVITREEAERIRSVAEKGLSLGGSDGGASILDLHSGALSVGKHFVNLYRYFGDKIQNIFSEEDFRLYREVRQKVQLTIAEAFGISASSLHLTKPTFFSRINSTEARTAHDEYWHAHVDKVTYGSFDYTSLLYLSNYLEDFGGGRFMFMEEGANKTVEPRAGRVSFFTSGSENLHRVEKVHWGTRYA.... Result: 0 (no interaction). (6) The miRNA is hsa-miR-877-3p with sequence UCCUCUUCUCCCUCCUCCCAG. The protein sequence of the target gene is MAEVQVLVLDGRGHLLGRLAAIVAKQVLLGRKVVVVRCEGINISGNFYRNKLKYLAFLRKRMNTNPSRGPYHFRAPSRIFWRTVRGMLPHKTKRGQAALDRLKVFDGIPPPYDKKKRMVVPAALKVVRLKPTRKFAYLGRLAHEVGWKYQAVTATLEEKRKEKAKIHYRKKKQLMRLRKQAEKNVEKKIDKYTEVLKTHGLLV. Result: 1 (interaction).